From a dataset of Kir2.1 potassium channel HTS with 301,493 compounds. Binary Classification. Given a drug SMILES string, predict its activity (active/inactive) in a high-throughput screening assay against a specified biological target. (1) The molecule is O=C(N\N=C\c1c(nn(c1)c1ccccc1)c1cccnc1)N. The result is 0 (inactive). (2) The drug is S(=O)(=O)(N(CC)CC)c1ccc(nc1)NN. The result is 0 (inactive). (3) The molecule is O(CCN(c1c(n(CCCC)c(=O)[nH]c1=O)N)C(=O)c1cc2c(C(=O)N(C2=O)CC=C)cc1)C. The result is 0 (inactive). (4) The compound is Clc1c(OCC(=O)NCCCNC(=O)c2ccncc2)cccc1. The result is 0 (inactive). (5) The result is 0 (inactive). The molecule is O=C1N(C(=O)CC1C)c1cc([N+]([O-])=O)c(NCCc2cc(OC)c(OC)cc2)cc1. (6) The molecule is O1C=2CC(CC(=O)C2C(C(=C1/N=C\N1CCN(CC1)C)C#N)c1ccccc1)(C)C. The result is 0 (inactive). (7) The molecule is S(c1n(CC)c(nn1)COc1ccc(cc1)C)Cc1ccc(cc1)C#N. The result is 1 (active). (8) The compound is S(CC(=O)N1C(CCCC1C)C)c1n(c(nn1)CSc1ncccn1)C. The result is 0 (inactive). (9) The molecule is O=C(NCCN1CCN(CC1)C)Nc1ccc([N+]([O-])=O)cc1. The result is 0 (inactive). (10) The drug is S=c1[nH]c(c(CCC2OCCO2)c(=O)[nH]1)C. The result is 0 (inactive).